Dataset: Full USPTO retrosynthesis dataset with 1.9M reactions from patents (1976-2016). Task: Predict the reactants needed to synthesize the given product. (1) Given the product [NH2:1][C:4]1[CH:9]=[CH:8][C:7]([C:10]([N:12]2[CH2:17][CH2:16][N:15]([CH2:18][CH3:19])[CH2:14][CH2:13]2)=[O:11])=[C:6]([CH3:20])[CH:5]=1, predict the reactants needed to synthesize it. The reactants are: [N+:1]([C:4]1[CH:9]=[CH:8][C:7]([C:10]([N:12]2[CH2:17][CH2:16][N:15]([CH2:18][CH3:19])[CH2:14][CH2:13]2)=[O:11])=[C:6]([CH3:20])[CH:5]=1)([O-])=O. (2) Given the product [CH2:1]([O:8][C:9]1[C:10]2[CH:11]=[C:25]([C:26](=[O:28])[CH3:27])[O:17][C:13]=2[CH:14]=[CH:15][CH:16]=1)[C:2]1[CH:7]=[CH:6][CH:5]=[CH:4][CH:3]=1, predict the reactants needed to synthesize it. The reactants are: [CH2:1]([O:8][C:9]1[CH:16]=[CH:15][CH:14]=[C:13]([OH:17])[C:10]=1[CH:11]=O)[C:2]1[CH:7]=[CH:6][CH:5]=[CH:4][CH:3]=1.C(=O)([O-])[O-].[Cs+].[Cs+].Cl[CH2:25][C:26](=[O:28])[CH3:27].O1C2C=CC=CC=2C=C1.